This data is from Full USPTO retrosynthesis dataset with 1.9M reactions from patents (1976-2016). The task is: Predict the reactants needed to synthesize the given product. Given the product [CH2:1]([O:3][C:4]([C:6]1[N:7]([C@H:27]([CH3:29])[CH2:28][NH:24][C:22]([O:21][C:17]([CH3:20])([CH3:19])[CH3:18])=[O:23])[C:8]2[C:13]([CH:14]=1)=[C:12]([CH3:15])[CH:11]=[CH:10][C:9]=2[F:16])=[O:5])[CH3:2], predict the reactants needed to synthesize it. The reactants are: [CH2:1]([O:3][C:4]([C:6]1[NH:7][C:8]2[C:13]([CH:14]=1)=[C:12]([CH3:15])[CH:11]=[CH:10][C:9]=2[F:16])=[O:5])[CH3:2].[C:17]([O:21][C:22]([N:24]1[CH2:28][C@H:27]([CH3:29])OS1(=O)=O)=[O:23])([CH3:20])([CH3:19])[CH3:18].